This data is from Catalyst prediction with 721,799 reactions and 888 catalyst types from USPTO. The task is: Predict which catalyst facilitates the given reaction. (1) Reactant: [NH:1]1[CH:5]=[CH:4][N:3]=[C:2]1[CH2:6][O:7][C:8]1[CH:17]=[C:16]([C:18]2[CH:19]=[N:20][CH:21]=[CH:22][CH:23]=2)[C:15]2[CH2:14][CH2:13][CH2:12][CH2:11][C:10]=2[N:9]=1.[C:24](=O)([O-])[O-].[K+].[K+].CI.O. Product: [CH3:24][N:1]1[CH:5]=[CH:4][N:3]=[C:2]1[CH2:6][O:7][C:8]1[CH:17]=[C:16]([C:18]2[CH:19]=[N:20][CH:21]=[CH:22][CH:23]=2)[C:15]2[CH2:14][CH2:13][CH2:12][CH2:11][C:10]=2[N:9]=1. The catalyst class is: 148. (2) Reactant: [N:1]1[CH:6]=[CH:5][N:4]=[CH:3][C:2]=1[C:7]([OH:9])=O.C(N(CC)CC)C.[N-:17]=[N+:18]=[N-:19]. Product: [N:1]1[CH:6]=[CH:5][N:4]=[CH:3][C:2]=1[C:7]([N:17]=[N+:18]=[N-:19])=[O:9]. The catalyst class is: 1. (3) Reactant: [CH2:1]([NH:3][C:4]([C:6]1[CH:11]=[CH:10][C:9]([N:12]2[C:16]([C:17]3[S:18][CH:19]=[CH:20][CH:21]=3)=[C:15]([C:22](O)=[O:23])[N:14]=[N:13]2)=[CH:8][CH:7]=1)=[O:5])[CH3:2].[CH:25]1([NH2:28])[CH2:27][CH2:26]1.C1C=CC2N(O)N=NC=2C=1.CCN=C=NCCCN(C)C. Product: [CH:25]1([NH:28][C:22]([C:15]2[N:14]=[N:13][N:12]([C:9]3[CH:10]=[CH:11][C:6]([C:4]([NH:3][CH2:1][CH3:2])=[O:5])=[CH:7][CH:8]=3)[C:16]=2[C:17]2[S:18][CH:19]=[CH:20][CH:21]=2)=[O:23])[CH2:27][CH2:26]1. The catalyst class is: 338.